From a dataset of Reaction yield outcomes from USPTO patents with 853,638 reactions. Predict the reaction yield, written as a fraction of the theoretical maximum amount of product (1.0 means a 100% yield; for example, 0.34 means a 34% yield). (1) The reactants are [C:1](=[O:22])(OC1C=CC([N+]([O-])=O)=CC=1)[O:2][CH2:3][C:4]1[CH:9]=[C:8]([CH3:10])[N:7]=[C:6]([CH3:11])[CH:5]=1.CCN(C(C)C)C(C)C.[CH:32]1([NH2:37])[CH2:36][CH2:35][CH2:34][CH2:33]1.[ClH:38].CCOCC. The catalyst is CN(C=O)C.CN(C1C=CN=CC=1)C. The product is [ClH:38].[CH:32]1([NH:37][C:1](=[O:22])[O:2][CH2:3][C:4]2[CH:5]=[C:6]([CH3:11])[N:7]=[C:8]([CH3:10])[CH:9]=2)[CH2:36][CH2:35][CH2:34][CH2:33]1. The yield is 0.550. (2) The reactants are [CH3:1][C:2]([C:6]1[CH:7]=[C:8]2[C:13](=[CH:14][CH:15]=1)[C:12](=[O:16])[NH:11][CH2:10][CH2:9]2)([CH3:5])[C:3]#[N:4].[Br:17][C:18]1[CH:25]=[CH:24][CH:23]=[C:22](Br)[C:19]=1[CH:20]=[O:21].C([O-])([O-])=O.[Cs+].[Cs+]. The catalyst is O1CCOCC1.C1C=CC(/C=C/C(/C=C/C2C=CC=CC=2)=O)=CC=1.C1C=CC(/C=C/C(/C=C/C2C=CC=CC=2)=O)=CC=1.[Pd].CC1(C)C2C(=C(P(C3C=CC=CC=3)C3C=CC=CC=3)C=CC=2)OC2C(P(C3C=CC=CC=3)C3C=CC=CC=3)=CC=CC1=2. The product is [Br:17][C:18]1[C:19]([CH:20]=[O:21])=[C:22]([N:11]2[CH2:10][CH2:9][C:8]3[C:13](=[CH:14][CH:15]=[C:6]([C:2]([CH3:1])([CH3:5])[C:3]#[N:4])[CH:7]=3)[C:12]2=[O:16])[CH:23]=[CH:24][CH:25]=1. The yield is 0.539. (3) The reactants are [NH:1]1[CH2:5][CH2:4][CH2:3][C@@H:2]1[CH2:6][NH2:7].CN(C=O)C.[Br:13][C:14]1[C:15](=[O:36])[C:16]([O:28][CH2:29][C:30]2[CH:35]=[CH:34][CH:33]=[CH:32][CH:31]=2)=[C:17]([C:24](OC)=[O:25])[N:18]([CH2:20][CH:21](O)O)[CH:19]=1.[Br-]. The catalyst is C(#N)C.C(O)(=O)C. The product is [Br:13][C:14]1[C:15](=[O:36])[C:16]([O:28][CH2:29][C:30]2[CH:35]=[CH:34][CH:33]=[CH:32][CH:31]=2)=[C:17]2[C:24](=[O:25])[N:7]3[CH2:6][C@H:2]4[CH2:3][CH2:4][CH2:5][N:1]4[C@@H:21]3[CH2:20][N:18]2[CH:19]=1. The yield is 0.780.